From a dataset of Full USPTO retrosynthesis dataset with 1.9M reactions from patents (1976-2016). Predict the reactants needed to synthesize the given product. (1) Given the product [CH3:48][C:10]1[NH:9][C:18](=[O:19])[C:17]2[C:12](=[CH:13][C:14]([CH3:47])=[C:15]([CH2:20][N:21]([CH2:44][C:45]#[CH:46])[C:22]3[CH:42]=[CH:41][C:25]([C:26]([NH:28][C@@H:29]([CH2:34][CH2:35][C:36]4[NH:40][N:39]=[N:38][N:37]=4)[C:30]([OH:32])=[O:31])=[O:27])=[C:24]([F:43])[CH:23]=3)[CH:16]=2)[N:11]=1, predict the reactants needed to synthesize it. The reactants are: [OH-].[Na+].CC(C)(C)C(OC[N:9]1[C:18](=[O:19])[C:17]2[C:12](=[CH:13][C:14]([CH3:47])=[C:15]([CH2:20][N:21]([CH2:44][C:45]#[CH:46])[C:22]3[CH:42]=[CH:41][C:25]([C:26]([NH:28][C@@H:29]([CH2:34][CH2:35][C:36]4[NH:40][N:39]=[N:38][N:37]=4)[C:30]([O:32]C)=[O:31])=[O:27])=[C:24]([F:43])[CH:23]=3)[CH:16]=2)[N:11]=[C:10]1[CH3:48])=O.O1CCCC1.S(=O)(O)[O-].[Na+]. (2) Given the product [Cl:24][C:13]1[C:14]2[C:19](=[CH:18][CH:17]=[CH:16][CH:15]=2)[CH:20]=[C:11]([C:8]2[CH:9]=[CH:10][C:5]([CH2:1][CH2:2][CH2:3][CH3:4])=[CH:6][CH:7]=2)[N:12]=1, predict the reactants needed to synthesize it. The reactants are: [CH2:1]([C:5]1[CH:10]=[CH:9][C:8]([C:11]2[NH:12][C:13](=O)[C:14]3[C:19]([CH:20]=2)=[CH:18][CH:17]=[CH:16][CH:15]=3)=[CH:7][CH:6]=1)[CH2:2][CH2:3][CH3:4].P(Cl)(Cl)([Cl:24])=O. (3) Given the product [F:20][C:14]1[C:13]2[O:12][C:11]3[C:6](=[CH:7][C:8]([C:29]4[C:24]([F:23])=[N:25][CH:26]=[CH:27][CH:28]=4)=[CH:9][CH:10]=3)[C@@:5]3([CH2:4][S:3][C:2]([NH2:1])=[N:22]3)[C:18]=2[CH:17]=[C:16]([O:19][CH2:39][C:40]([F:43])([CH3:42])[CH3:41])[CH:15]=1, predict the reactants needed to synthesize it. The reactants are: [NH2:1][C:2]1[S:3][CH2:4][C@@:5]2([N:22]=1)[C:18]1[CH:17]=[C:16]([OH:19])[CH:15]=[C:14]([F:20])[C:13]=1[O:12][C:11]1[C:6]2=[CH:7][C:8](Br)=[CH:9][CH:10]=1.[F:23][C:24]1[C:29](B(O)O)=[CH:28][CH:27]=[CH:26][N:25]=1.FC(F)(F)S(O[CH2:39][C:40]([F:43])([CH3:42])[CH3:41])(=O)=O. (4) Given the product [CH3:9][O:8][C:4]1[CH:5]=[CH:6][CH:7]=[C:2]([N:1]=[C:12]=[O:14])[C:3]=1[CH3:10], predict the reactants needed to synthesize it. The reactants are: [NH2:1][C:2]1[C:3]([CH3:10])=[C:4]([O:8][CH3:9])[CH:5]=[CH:6][CH:7]=1.Cl[C:12](Cl)([O:14]C(=O)OC(Cl)(Cl)Cl)Cl. (5) Given the product [CH3:1][C:2]1[N:7]=[CH:6][C:5]([CH2:8][CH2:9][CH2:10][OH:11])=[CH:4][CH:3]=1, predict the reactants needed to synthesize it. The reactants are: [CH3:1][C:2]1[N:7]=[CH:6][C:5]([CH2:8][CH2:9][C:10](OCC)=[O:11])=[CH:4][CH:3]=1.[H-].[H-].[H-].[H-].[Li+].[Al+3].